From a dataset of Caco-2 cell permeability data measuring drug intestinal absorption for ~900 compounds. Regression/Classification. Given a drug SMILES string, predict its absorption, distribution, metabolism, or excretion properties. Task type varies by dataset: regression for continuous measurements (e.g., permeability, clearance, half-life) or binary classification for categorical outcomes (e.g., BBB penetration, CYP inhibition). For this dataset (caco2_wang), we predict Y. (1) The drug is CCC(C)C(=O)OC1CC(C)C=C2C=CC(C)C(CCC3CC(O)CC(=O)O3)C21. The Y is -4.84 log Papp (cm/s). (2) The molecule is CCc1nc(N)nc(N)c1-c1ccc(Cl)cc1. The Y is -4.23 log Papp (cm/s). (3) The compound is CC(=O)N[C@@H](Cc1ccccc1)C(=O)N[C@H](Cc1ccccc1)C(=O)N(C)[C@@H](Cc1ccccc1)C(N)=O. The Y is -5.35 log Papp (cm/s). (4) The molecule is COC(=O)[C@H]1[C@H](O)CC[C@@H]2CN3CCc4c([nH]c5ccccc45)[C@H]3C[C@H]21. The Y is -4.73 log Papp (cm/s). (5) The molecule is CC[C@@]1(O)C(=O)OCc2c1cc1n(c2=O)Cc2cc3c(N(O)O)cccc3nc2-1. The Y is -5.20 log Papp (cm/s). (6) The Y is -4.39 log Papp (cm/s). The drug is C[C@H](N)Cc1ccccc1. (7) The compound is Cc1c(O)cccc1C(=O)N[C@@H](CSc1ccccc1)[C@H](O)CN1C[C@H]2CCCC[C@H]2C[C@H]1C(=O)NC(C)(C)C. The Y is -6.15 log Papp (cm/s).